Dataset: Full USPTO retrosynthesis dataset with 1.9M reactions from patents (1976-2016). Task: Predict the reactants needed to synthesize the given product. Given the product [CH3:1][N:2]1[C@@H:18]2[CH2:19][C:7]3[CH:8]=[CH:9][C:10]([O:22][CH3:23])=[C:11]4[O:12][C@H:13]5[C:14]([CH2:15][CH2:16][C@:17]2([OH:28])[C@:5]5([C:6]=34)[CH2:4][CH2:3]1)=[O:20], predict the reactants needed to synthesize it. The reactants are: [CH3:1][N:2]1[C@@H:18]2[CH2:19][C:7]3[CH:8]=[CH:9][C:10]([O:22][CH3:23])=[C:11]4[O:12][C@H:13]5[C:14]([O:20]C)=[CH:15][CH:16]=[C:17]2[C@:5]5([C:6]=34)[CH2:4][CH2:3]1.OO.CC(C)=[O:28].Cl.